This data is from Full USPTO retrosynthesis dataset with 1.9M reactions from patents (1976-2016). The task is: Predict the reactants needed to synthesize the given product. (1) Given the product [CH3:12][C:8]1[CH:7]=[C:6]([C:4]2[N:36]=[C:35]([CH:32]3[CH2:33][CH2:34][N:29]([CH3:28])[CH2:30][CH2:31]3)[S:37][C:3]=2[C:13]2[CH:18]=[CH:17][N:16]=[C:15]([NH:19][C:20](=[O:27])[C:21]3[CH:26]=[CH:25][CH:24]=[CH:23][CH:22]=3)[CH:14]=2)[CH:11]=[CH:10][CH:9]=1, predict the reactants needed to synthesize it. The reactants are: Br.Br[CH:3]([C:13]1[CH:18]=[CH:17][N:16]=[C:15]([NH:19][C:20](=[O:27])[C:21]2[CH:26]=[CH:25][CH:24]=[CH:23][CH:22]=2)[CH:14]=1)[C:4]([C:6]1[CH:11]=[CH:10][CH:9]=[C:8]([CH3:12])[CH:7]=1)=O.[CH3:28][N:29]1[CH2:34][CH2:33][CH:32]([C:35](=[S:37])[NH2:36])[CH2:31][CH2:30]1.C(=O)([O-])O.[Na+]. (2) Given the product [Cl:8][C:5]1[CH:6]=[CH:7][C:2]([N:1]2[CH:23]=[CH:21][N:26]=[CH:27]2)=[C:3]([C:9]([C:11]2[CH:16]=[CH:15][CH:14]=[C:13]([O:17][CH3:18])[C:12]=2[O:19][CH3:20])=[O:10])[CH:4]=1, predict the reactants needed to synthesize it. The reactants are: [NH2:1][C:2]1[CH:7]=[CH:6][C:5]([Cl:8])=[CH:4][C:3]=1[C:9]([C:11]1[CH:16]=[CH:15][CH:14]=[C:13]([O:17][CH3:18])[C:12]=1[O:19][CH3:20])=[O:10].[CH:21]([CH:23]=O)=O.[Cl-].[NH4+:26].[CH2:27]=O.P(=O)(O)(O)O.[OH-].[Na+].